Dataset: Catalyst prediction with 721,799 reactions and 888 catalyst types from USPTO. Task: Predict which catalyst facilitates the given reaction. (1) Reactant: [Br:1]Br.[BrH:3].[CH3:4][CH:5]1[NH:11][CH2:10][CH2:9][C:8](=[O:12])[CH2:7][CH2:6]1. Product: [BrH:1].[Br:3][CH:7]1[CH2:6][CH:5]([CH3:4])[NH:11][CH2:10][CH2:9][C:8]1=[O:12].[BrH:1].[Br:1][CH:9]1[C:8](=[O:12])[CH2:7][CH2:6][CH:5]([CH3:4])[NH:11][CH2:10]1. The catalyst class is: 15. (2) Reactant: [Cl:1][C:2]1[CH:19]=[C:18]([O:20][CH2:21][CH:22]=[C:23]([Cl:25])[Cl:24])[CH:17]=[C:16]([Cl:26])[C:3]=1[O:4][CH2:5][CH2:6][CH2:7][CH2:8][CH2:9][O:10][CH2:11][C:12](=[N:14][OH:15])[CH3:13].C(N(CC)CC)C.[CH2:34]([N:36]([CH2:40][CH3:41])[C:37](Cl)=[O:38])[CH3:35].Cl. Product: [CH2:34]([N:36]([CH2:40][CH3:41])[C:37]([O:15][N:14]=[C:12]([CH2:11][O:10][CH2:9][CH2:8][CH2:7][CH2:6][CH2:5][O:4][C:3]1[C:2]([Cl:1])=[CH:19][C:18]([O:20][CH2:21][CH:22]=[C:23]([Cl:25])[Cl:24])=[CH:17][C:16]=1[Cl:26])[CH3:13])=[O:38])[CH3:35]. The catalyst class is: 7. (3) Reactant: O.[CH3:2][S:3]([OH:6])(=[O:5])=[O:4].[NH2:7][C@@H:8]1[CH2:12][C@H:11]([C:13](O)=[O:14])[CH:10]=[CH:9]1.[Li].[F-].[Na+]. Product: [CH3:2][S:3]([OH:6])(=[O:5])=[O:4].[NH2:7][C@@H:8]1[CH2:12][C@H:11]([CH2:13][OH:14])[CH:10]=[CH:9]1. The catalyst class is: 7. (4) Reactant: Cl.[Br:2][C:3]1[CH:4]=[C:5]([CH2:8][O:9][CH:10]2[CH2:13][NH:12][CH2:11]2)[S:6][CH:7]=1.CCN=C=NCCCN(C)C.C1C=CC2N(O)N=NC=2C=1.C(N(C(C)C)CC)(C)C.Cl.[O:45]=[C:46]1[NH:55][C:54]2[N:53]=[CH:52][C:51](/[CH:56]=[CH:57]/[C:58](O)=[O:59])=[CH:50][C:49]=2[CH2:48][CH2:47]1. Product: [Br:2][C:3]1[CH:4]=[C:5]([CH2:8][O:9][CH:10]2[CH2:11][N:12]([C:58](=[O:59])/[CH:57]=[CH:56]/[C:51]3[CH:50]=[C:49]4[C:54](=[N:53][CH:52]=3)[NH:55][C:46](=[O:45])[CH2:47][CH2:48]4)[CH2:13]2)[S:6][CH:7]=1. The catalyst class is: 255.